From a dataset of Reaction yield outcomes from USPTO patents with 853,638 reactions. Predict the reaction yield, written as a fraction of the theoretical maximum amount of product (1.0 means a 100% yield; for example, 0.34 means a 34% yield). (1) The reactants are CC([CH:5]1[CH2:11][N:10](C([O-])=O)[CH2:9][C:8]2[CH:15]=[C:16]([C:19]3[CH:20]=[C:21]4[NH:27][C:26]([NH:28][C:29]([O:31]CC5C=CC=CC=5)=[O:30])=[N:25][C:22]4=[N:23][CH:24]=3)[CH:17]=[CH:18][C:7]=2[O:6]1)(C)C.[ClH:39]. The catalyst is CO.O1CCOCC1. The product is [ClH:39].[C:8]1([CH2:9][N:28]([C:26]2[NH:27][C:21]3[C:22]([N:25]=2)=[N:23][CH:24]=[C:19]([C:16]2[CH:17]=[CH:18][C:7]4[O:6][CH2:5][CH2:11][NH:10][CH2:9][C:8]=4[CH:15]=2)[CH:20]=3)[C:29](=[O:30])[OH:31])[CH:15]=[CH:16][CH:17]=[CH:18][CH:7]=1. The yield is 0.760. (2) The reactants are [NH:1]1[CH2:6][CH2:5][CH:4]([NH:7][C:8]([NH:10][C:11]2[CH:16]=[CH:15][C:14]([C:17]([F:20])([F:19])[F:18])=[CH:13][CH:12]=2)=[O:9])[CH2:3][CH2:2]1.CCN(CC)CC.[C:28](OC(=O)C)(=[O:30])[CH3:29]. The catalyst is C(Cl)Cl. The product is [C:28]([N:1]1[CH2:6][CH2:5][CH:4]([NH:7][C:8]([NH:10][C:11]2[CH:16]=[CH:15][C:14]([C:17]([F:18])([F:19])[F:20])=[CH:13][CH:12]=2)=[O:9])[CH2:3][CH2:2]1)(=[O:30])[CH3:29]. The yield is 0.710.